From a dataset of Catalyst prediction with 721,799 reactions and 888 catalyst types from USPTO. Predict which catalyst facilitates the given reaction. (1) Reactant: Cl[S:2]([C:5]1[CH:14]=[C:13]2[C:8]([C:9]([C:16]([OH:18])=[O:17])=[CH:10][NH:11][C:12]2=[O:15])=[CH:7][CH:6]=1)(=[O:4])=[O:3].[CH2:19]([CH2:21][NH2:22])[OH:20].Cl. Product: [OH:20][CH2:19][CH2:21][NH:22][S:2]([C:5]1[CH:14]=[C:13]2[C:8]([C:9]([C:16]([OH:18])=[O:17])=[CH:10][NH:11][C:12]2=[O:15])=[CH:7][CH:6]=1)(=[O:4])=[O:3]. The catalyst class is: 7. (2) Reactant: [CH2:1]([O:3][C:4]([C:6]1[C:7]2[CH:14]=[CH:13][C:12]([O:15]C)=[CH:11][C:8]=2[S:9][CH:10]=1)=[O:5])[CH3:2].B(Br)(Br)Br.C([O-])(O)=O.[Na+]. Product: [CH2:1]([O:3][C:4]([C:6]1[C:7]2[CH:14]=[CH:13][C:12]([OH:15])=[CH:11][C:8]=2[S:9][CH:10]=1)=[O:5])[CH3:2]. The catalyst class is: 91. (3) Reactant: [NH2:1][N:2]1[C:7](=[O:8])[C:6]([C:9]2[NH:14][C:13]3[CH:15]=[CH:16][CH:17]=[CH:18][C:12]=3[S:11](=[O:20])(=[O:19])[N:10]=2)=[C:5]([OH:21])[C:4]2[S:22][CH:23]=[CH:24][C:3]1=2.[O:25]1[CH:29]=[CH:28][C:27]([CH:30]=O)=[CH:26]1. Product: [O:19]=[S:11]1(=[O:20])[C:12]2[CH:18]=[CH:17][CH:16]=[CH:15][C:13]=2[NH:14][C:9]([C:6]2[C:7](=[O:8])[N:2]([N:1]=[CH:30][C:27]3[CH:28]=[CH:29][O:25][CH:26]=3)[C:3]3[CH:24]=[CH:23][S:22][C:4]=3[C:5]=2[OH:21])=[N:10]1. The catalyst class is: 80. (4) Reactant: [Br:1]N1C(=O)CCC1=O.[CH3:9][O:10][C:11](=[O:20])[C:12]1[C:13](=[CH:15][CH:16]=[C:17]([Cl:19])[CH:18]=1)[OH:14]. Product: [Br:1][C:15]1[C:13]([OH:14])=[C:12]([CH:18]=[C:17]([Cl:19])[CH:16]=1)[C:11]([O:10][CH3:9])=[O:20]. The catalyst class is: 3. (5) Reactant: [CH3:1][C:2]1[N:3]=[C:4]([CH:18]2[CH2:23][CH2:22][NH:21][CH2:20][CH2:19]2)[NH:5][C:6]=1[C:7]1[CH:12]=[CH:11][CH:10]=[C:9]([O:13][C:14]([F:17])([F:16])[F:15])[CH:8]=1.FC(F)(F)C(O)=O.[C:31]1([S:37]([N:40]2[C:44]3[N:45]=[CH:46][N:47]=[C:48](Cl)[C:43]=3[CH:42]=[C:41]2[I:50])(=[O:39])=[O:38])[CH:36]=[CH:35][CH:34]=[CH:33][CH:32]=1.C(=O)([O-])[O-].[K+].[K+]. Product: [C:31]1([S:37]([N:40]2[C:44]3[N:45]=[CH:46][N:47]=[C:48]([N:21]4[CH2:22][CH2:23][CH:18]([C:4]5[NH:5][C:6]([C:7]6[CH:12]=[CH:11][CH:10]=[C:9]([O:13][C:14]([F:15])([F:17])[F:16])[CH:8]=6)=[C:2]([CH3:1])[N:3]=5)[CH2:19][CH2:20]4)[C:43]=3[CH:42]=[C:41]2[I:50])(=[O:38])=[O:39])[CH:32]=[CH:33][CH:34]=[CH:35][CH:36]=1. The catalyst class is: 10. (6) Reactant: [CH3:1][C:2]1[N:3]=[C:4]([NH:7][C:8]2[CH:13]=[C:12]([O:14][C:15]3[CH:16]=[C:17]([CH:21]=[CH:22][CH:23]=3)[C:18]([OH:20])=O)[CH:11]=[CH:10][N:9]=2)[S:5][CH:6]=1.C(N(CC)CC)C.C([Cl:36])(=O)OCC.[N:37]1([CH2:42][CH2:43][NH2:44])[CH2:41][CH2:40][CH2:39][CH2:38]1. Product: [ClH:36].[ClH:36].[CH3:1][C:2]1[N:3]=[C:4]([NH:7][C:8]2[CH:13]=[C:12]([O:14][C:15]3[CH:16]=[C:17]([CH:21]=[CH:22][CH:23]=3)[C:18]([NH:44][CH2:43][CH2:42][N:37]3[CH2:41][CH2:40][CH2:39][CH2:38]3)=[O:20])[CH:11]=[CH:10][N:9]=2)[S:5][CH:6]=1. The catalyst class is: 1. (7) Reactant: [NH:1]1[C:9]2[C:4](=[CH:5][CH:6]=[CH:7][N:8]=2)[CH:3]=[CH:2]1.[Br:10][C:11]1[CH:19]=[CH:18][C:14]([C:15](Cl)=[O:16])=[CH:13][N:12]=1.[Cl-].[Cl-].[Cl-].[Al+3]. Product: [Br:10][C:11]1[N:12]=[CH:13][C:14]([C:15]([C:3]2[C:4]3[C:9](=[N:8][CH:7]=[CH:6][CH:5]=3)[NH:1][CH:2]=2)=[O:16])=[CH:18][CH:19]=1. The catalyst class is: 4. (8) Reactant: [OH:1][C:2]1([C:9]2[CH:14]=[CH:13][C:12]([F:15])=[CH:11][CH:10]=2)[CH2:7][CH2:6][C:5](=[O:8])[CH2:4][CH2:3]1.N1C=CC=CC=1.[C:22](OC(=O)C)(=[O:24])[CH3:23]. Product: [C:22]([O:1][C:2]1([C:9]2[CH:10]=[CH:11][C:12]([F:15])=[CH:13][CH:14]=2)[CH2:3][CH2:4][C:5](=[O:8])[CH2:6][CH2:7]1)(=[O:24])[CH3:23]. The catalyst class is: 143.